Dataset: TCR-epitope binding with 47,182 pairs between 192 epitopes and 23,139 TCRs. Task: Binary Classification. Given a T-cell receptor sequence (or CDR3 region) and an epitope sequence, predict whether binding occurs between them. (1) The epitope is TLIGDCATV. The TCR CDR3 sequence is CAISQGRNTGELFF. Result: 0 (the TCR does not bind to the epitope). (2) The epitope is AYILFTRFFYV. The TCR CDR3 sequence is CASSLGWETGELFF. Result: 0 (the TCR does not bind to the epitope).